Dataset: Human intestinal absorption (HIA) binary classification data from Hou et al.. Task: Regression/Classification. Given a drug SMILES string, predict its absorption, distribution, metabolism, or excretion properties. Task type varies by dataset: regression for continuous measurements (e.g., permeability, clearance, half-life) or binary classification for categorical outcomes (e.g., BBB penetration, CYP inhibition). Dataset: hia_hou. (1) The compound is CCS(=O)(=O)CCn1c([N+](=O)[O-])cnc1C. The result is 1 (good absorption). (2) The compound is CC(C)(Oc1ccc([C@@H]2CC2(Cl)Cl)cc1)C(=O)O. The result is 1 (good absorption).